This data is from Forward reaction prediction with 1.9M reactions from USPTO patents (1976-2016). The task is: Predict the product of the given reaction. (1) Given the reactants Br[C:2]1[C:3]([F:9])=[C:4]([CH:6]=[CH:7][CH:8]=1)[NH2:5].[CH:10]1(B(O)O)[CH2:12][CH2:11]1.P([O-])([O-])([O-])=O.[K+].[K+].[K+].C1(P(C2CCCCC2)C2CCCCC2)CCCCC1, predict the reaction product. The product is: [CH:10]1([C:2]2[C:3]([F:9])=[C:4]([NH2:5])[CH:6]=[CH:7][CH:8]=2)[CH2:12][CH2:11]1. (2) Given the reactants [Cl:1][C:2]1[S:6][C:5]([S:7]([NH:10][C@H:11]([CH2:15][CH:16]2[CH2:18][CH2:17]2)[C:12]([NH2:14])=[O:13])(=[O:9])=[O:8])=[CH:4][CH:3]=1.[Br:19][C:20]1[CH:27]=[CH:26][C:23]([CH2:24]Br)=[CH:22][CH:21]=1.C([O-])([O-])=O.[Cs+].[Cs+], predict the reaction product. The product is: [Br:19][C:20]1[CH:27]=[CH:26][C:23]([CH2:24][N:10]([C@H:11]([CH2:15][CH:16]2[CH2:17][CH2:18]2)[C:12]([NH2:14])=[O:13])[S:7]([C:5]2[S:6][C:2]([Cl:1])=[CH:3][CH:4]=2)(=[O:8])=[O:9])=[CH:22][CH:21]=1. (3) Given the reactants [Cl:1][C:2]1[CH:3]=[C:4]([S:9]([N:12]([CH2:22][P:23](=[O:30])([O:27][CH2:28][CH3:29])[O:24][CH2:25][CH3:26])[C:13]2[CH:14]=[C:15]3[C:19](=[CH:20][CH:21]=2)[NH:18][CH2:17][CH2:16]3)(=[O:11])=[O:10])[CH:5]=[C:6]([Cl:8])[CH:7]=1.[CH:31]([N:34]([CH2:38]C)C(C)C)(C)C.C(Cl)(Cl)=[O:41].CN, predict the reaction product. The product is: [Cl:1][C:2]1[CH:3]=[C:4]([S:9]([N:12]([CH2:22][P:23](=[O:30])([O:24][CH2:25][CH3:26])[O:27][CH2:28][CH3:29])[C:13]2[CH:14]=[C:15]3[C:19](=[CH:20][CH:21]=2)[N:18]([C:38](=[O:41])[NH:34][CH3:31])[CH2:17][CH2:16]3)(=[O:10])=[O:11])[CH:5]=[C:6]([Cl:8])[CH:7]=1. (4) Given the reactants [CH2:1]([O:3][C:4]1[CH:9]=[C:8]([O:10][CH2:11][C:12]2[CH:17]=[CH:16][C:15]([O:18][CH3:19])=[CH:14][CH:13]=2)[N:7]=[CH:6][C:5]=1[C:20]1[CH:25]=[CH:24][C:23]([CH2:26][C:27](O)=[O:28])=[C:22]([F:30])[CH:21]=1)[CH3:2].[CH3:31][C:32]1[O:36][C:35]([C:37]2[CH:38]=[C:39]([CH:41]=[C:42]([C:44]([F:47])([F:46])[F:45])[CH:43]=2)[NH2:40])=[N:34][N:33]=1.CCN(CC)CC.CN(C(ON1N=NC2C=CC=NC1=2)=[N+](C)C)C.F[P-](F)(F)(F)(F)F, predict the reaction product. The product is: [CH2:1]([O:3][C:4]1[CH:9]=[C:8]([O:10][CH2:11][C:12]2[CH:17]=[CH:16][C:15]([O:18][CH3:19])=[CH:14][CH:13]=2)[N:7]=[CH:6][C:5]=1[C:20]1[CH:25]=[CH:24][C:23]([CH2:26][C:27]([NH:40][C:39]2[CH:41]=[C:42]([C:44]([F:45])([F:46])[F:47])[CH:43]=[C:37]([C:35]3[O:36][C:32]([CH3:31])=[N:33][N:34]=3)[CH:38]=2)=[O:28])=[C:22]([F:30])[CH:21]=1)[CH3:2]. (5) Given the reactants [CH2:1]([O:6][C:7]1[CH:12]=[CH:11][C:10]([C:13]2[O:17][N:16]=[C:15]([C:18]3[CH:27]=[CH:26][C:21]([C:22]([O:24]C)=[O:23])=[CH:20][CH:19]=3)[CH:14]=2)=[CH:9][CH:8]=1)[CH2:2][CH2:3][CH2:4][CH3:5].CO.[OH-].[K+:31], predict the reaction product. The product is: [CH2:1]([O:6][C:7]1[CH:8]=[CH:9][C:10]([C:13]2[O:17][N:16]=[C:15]([C:18]3[CH:19]=[CH:20][C:21]([C:22]([O-:24])=[O:23])=[CH:26][CH:27]=3)[CH:14]=2)=[CH:11][CH:12]=1)[CH2:2][CH2:3][CH2:4][CH3:5].[K+:31]. (6) The product is: [I:1][C:2]1[CH:8]=[C:7]([N+:9]([O-:11])=[O:10])[CH:6]=[CH:5][C:3]=1[N:4]([S:20]([CH3:19])(=[O:22])=[O:21])[S:20]([CH3:19])(=[O:22])=[O:21]. Given the reactants [I:1][C:2]1[CH:8]=[C:7]([N+:9]([O-:11])=[O:10])[CH:6]=[CH:5][C:3]=1[NH2:4].C(N(CC)CC)C.[CH3:19][S:20](Cl)(=[O:22])=[O:21].[NH4+].[Cl-], predict the reaction product. (7) Given the reactants [CH2:1]([CH:3]1[CH2:12][C:11]2[C:6](=[CH:7][CH:8]=[CH:9][CH:10]=2)[NH:5][CH2:4]1)[CH3:2].[Br:13]N1C(=O)CCC1=O, predict the reaction product. The product is: [Br:13][C:9]1[CH:10]=[C:11]2[C:6](=[CH:7][CH:8]=1)[NH:5][CH2:4][CH:3]([CH2:1][CH3:2])[CH2:12]2. (8) The product is: [Cl:1][C:2]1[N:7]=[CH:6][C:5]([CH2:31][NH:32][C:11]2[N:26]=[CH:25][C:24]([C:27]([F:30])([F:29])[F:28])=[CH:23][C:12]=2[C:13]([NH:15][C:16]2[CH:21]=[CH:20][C:19]([F:22])=[CH:18][CH:17]=2)=[O:14])=[CH:4][CH:3]=1. Given the reactants [Cl:1][C:2]1[N:7]=[CH:6][C:5](NC)=[CH:4][CH:3]=1.Cl[C:11]1[N:26]=[CH:25][C:24]([C:27]([F:30])([F:29])[F:28])=[CH:23][C:12]=1[C:13]([NH:15][C:16]1[CH:21]=[CH:20][C:19]([F:22])=[CH:18][CH:17]=1)=[O:14].[CH3:31][N:32](C)C=O.C(N(CC)C(C)C)(C)C, predict the reaction product. (9) Given the reactants Br[C:2]1[CH:3]=[C:4]([OH:21])[C:5]([C:12]([NH:14][CH2:15][C:16]([O:18]CC)=[O:17])=[O:13])=[C:6]2[C:11]=1[N:10]=[CH:9][CH:8]=[N:7]2.C([Sn](CCCC)(CCCC)[C:27]1[N:28]=[CH:29][S:30][CH:31]=1)CCC.[OH-].[Na+], predict the reaction product. The product is: [OH:21][C:4]1[C:5]([C:12]([NH:14][CH2:15][C:16]([OH:18])=[O:17])=[O:13])=[C:6]2[C:11](=[C:2]([C:27]3[N:28]=[CH:29][S:30][CH:31]=3)[CH:3]=1)[N:10]=[CH:9][CH:8]=[N:7]2.